From a dataset of Reaction yield outcomes from USPTO patents with 853,638 reactions. Predict the reaction yield, written as a fraction of the theoretical maximum amount of product (1.0 means a 100% yield; for example, 0.34 means a 34% yield). The catalyst is O.Cl.O1CCOCC1. The product is [F:16][C:17]1[CH:22]=[C:21]([N:12]=[N:9][C:6]2[CH:5]=[CH:4][C:3]([S:1]([OH:11])(=[O:10])=[O:2])=[CH:8][CH:7]=2)[CH:20]=[C:19]([F:23])[C:18]=1[OH:24]. The reactants are [S:1]([OH:11])(=[O:10])([C:3]1[CH:8]=[CH:7][C:6]([NH2:9])=[CH:5][CH:4]=1)=[O:2].[N:12]([O-])=O.[Na+].[F:16][C:17]1[CH:22]=[CH:21][CH:20]=[C:19]([F:23])[C:18]=1[OH:24].[OH-].[K+]. The yield is 0.790.